This data is from Forward reaction prediction with 1.9M reactions from USPTO patents (1976-2016). The task is: Predict the product of the given reaction. (1) The product is: [Br:1][C:2]1[C:3]([O:9][CH:11]([F:19])[F:10])=[N:4][CH:5]=[C:6]([CH3:8])[CH:7]=1. Given the reactants [Br:1][C:2]1[C:3]([OH:9])=[N:4][CH:5]=[C:6]([CH3:8])[CH:7]=1.[F:10][C:11]([F:19])(S(F)(=O)=O)C(O)=O.C([O-])([O-])=O.[Na+].[Na+].O, predict the reaction product. (2) Given the reactants [C:1]([O:5][C:6](=[O:31])[NH:7][C:8]1([C:12]2[CH:17]=[CH:16][C:15]([C:18](=O)[C:19]([C:24]3[CH:29]=[CH:28][CH:27]=[CH:26][CH:25]=3)=[CH:20]N(C)C)=[CH:14][CH:13]=2)[CH2:11][CH2:10][CH2:9]1)([CH3:4])([CH3:3])[CH3:2].[C:32]1([C:38]2[CH:39]=[C:40]([NH2:43])[NH:41][N:42]=2)[CH:37]=[CH:36][CH:35]=[CH:34][CH:33]=1, predict the reaction product. The product is: [C:1]([O:5][C:6](=[O:31])[NH:7][C:8]1([C:12]2[CH:13]=[CH:14][C:15]([C:18]3[C:19]([C:24]4[CH:29]=[CH:28][CH:27]=[CH:26][CH:25]=4)=[CH:20][N:41]4[N:42]=[C:38]([C:32]5[CH:33]=[CH:34][CH:35]=[CH:36][CH:37]=5)[CH:39]=[C:40]4[N:43]=3)=[CH:16][CH:17]=2)[CH2:9][CH2:10][CH2:11]1)([CH3:4])([CH3:2])[CH3:3]. (3) Given the reactants [CH:1]1[C:10]2[C:5](=[CH:6][CH:7]=[CH:8][CH:9]=2)[CH:4]=[CH:3][C:2]=1[CH2:11][CH2:12][O:13][CH2:14][CH2:15][C:16]([O:18]C(C)(C)C)=[O:17].FC(F)(F)C(O)=O, predict the reaction product. The product is: [CH:1]1[C:10]2[C:5](=[CH:6][CH:7]=[CH:8][CH:9]=2)[CH:4]=[CH:3][C:2]=1[CH2:11][CH2:12][O:13][CH2:14][CH2:15][C:16]([OH:18])=[O:17]. (4) Given the reactants O[CH2:2][C@H:3]([NH:5][C:6](=[O:12])[O:7][C:8]([CH3:11])([CH3:10])[CH3:9])[CH3:4].CC1C=CC(S(Cl)(=O)=O)=CC=1.[OH-].[K+], predict the reaction product. The product is: [CH3:2][CH:3]1[CH2:4][N@:5]1[C:6]([O:7][C:8]([CH3:11])([CH3:10])[CH3:9])=[O:12]. (5) Given the reactants Br[C:2]1[C:15]2[C:6](=[C:7]3[C:12](=[CH:13][CH:14]=2)[CH:11]=[CH:10][CH:9]=[N:8]3)[N:5]=[CH:4][CH:3]=1.CC1(C)C(C)(C)OB([C:24]2[CH:25]=[C:26]([C:39]3[N:44]=[C:43]([C:45]4[CH:50]=[CH:49][CH:48]=[CH:47][CH:46]=4)[N:42]=[C:41](C4C=CC=CC=4)[N:40]=3)[CH:27]=[C:28](B3OC(C)(C)C(C)(C)O3)[CH:29]=2)O1.[Cl-].[Li+].C(=O)([O-])[O-].[Na+].[Na+], predict the reaction product. The product is: [N:5]1[C:6]2[C:15](=[CH:14][CH:13]=[C:12]3[C:7]=2[N:8]=[CH:9][CH:10]=[CH:11]3)[C:2]([C:6]2[CH:7]=[C:12]([C:41]3[N:42]=[C:43]([C:45]4[CH:50]=[CH:49][CH:48]=[CH:47][CH:46]=4)[N:44]=[C:39]([C:26]4[CH:25]=[CH:24][CH:29]=[CH:28][CH:27]=4)[N:40]=3)[CH:13]=[C:14]([C:11]3[C:12]4[C:7](=[C:6]5[C:15](=[CH:14][CH:13]=4)[CH:2]=[CH:3][CH:4]=[N:5]5)[N:8]=[CH:9][CH:10]=3)[CH:15]=2)=[CH:3][CH:4]=1. (6) The product is: [CH3:2][N:3]([CH3:7])[CH2:4][CH2:5][N:15]([C:13]1[CH:12]=[CH:11][CH:10]=[C:9]([CH3:8])[N:14]=1)[S:16]([C:19]1[CH:24]=[CH:23][C:22]([C:25]2[CH:30]=[CH:29][C:28]([C:31]#[N:32])=[CH:27][CH:26]=2)=[CH:21][CH:20]=1)(=[O:17])=[O:18]. Given the reactants Cl.[CH3:2][N:3]([CH3:7])[CH2:4][CH2:5]Cl.[CH3:8][C:9]1[N:14]=[C:13]([NH:15][S:16]([C:19]2[CH:24]=[CH:23][C:22]([C:25]3[CH:30]=[CH:29][C:28]([C:31]#[N:32])=[CH:27][CH:26]=3)=[CH:21][CH:20]=2)(=[O:18])=[O:17])[CH:12]=[CH:11][CH:10]=1.C(=O)([O-])[O-].[K+].[K+].Cl, predict the reaction product. (7) Given the reactants [Cl:1][C:2]1[CH:7]=[CH:6][C:5]([C:8]([C:16]2[CH:17]=[C:18]3[C:23](=[CH:24][CH:25]=2)[N:22]=[C:21](Cl)[C:20]([C:27]2[CH:32]=[CH:31][CH:30]=[CH:29][CH:28]=2)=[C:19]3[Cl:33])([C:10]2[N:14]([CH3:15])[CH:13]=[N:12][CH:11]=2)[OH:9])=[CH:4][CH:3]=1.[OH:34][CH2:35][CH2:36][NH:37][C:38](=[O:41])[CH2:39][CH3:40].C1(C)C=CC=CC=1.[H-].[Na+], predict the reaction product. The product is: [Cl:33][C:19]1[C:18]2[C:23](=[CH:24][CH:25]=[C:16]([C:8]([C:5]3[CH:4]=[CH:3][C:2]([Cl:1])=[CH:7][CH:6]=3)([OH:9])[C:10]3[N:14]([CH3:15])[CH:13]=[N:12][CH:11]=3)[CH:17]=2)[N:22]=[C:21]([O:34][CH2:35][CH2:36][NH:37][C:38](=[O:41])[CH2:39][CH3:40])[C:20]=1[C:27]1[CH:28]=[CH:29][CH:30]=[CH:31][CH:32]=1.